Dataset: Full USPTO retrosynthesis dataset with 1.9M reactions from patents (1976-2016). Task: Predict the reactants needed to synthesize the given product. (1) Given the product [CH3:17][C:18]1[N:19]=[C:20]2[N:25]=[C:24]([C:26]3[CH:27]=[CH:28][C:29]([CH2:30][N:1]4[CH2:4][CH:3]([C:5]5[N:6]=[C:7]([C:10]6[CH:15]=[CH:14][CH:13]=[C:12]([CH3:16])[N:11]=6)[NH:8][N:9]=5)[CH2:2]4)=[CH:32][CH:33]=3)[C:23]([C:34]3[CH:35]=[CH:36][CH:37]=[CH:38][CH:39]=3)=[CH:22][N:21]2[CH:40]=1, predict the reactants needed to synthesize it. The reactants are: [NH:1]1[CH2:4][CH:3]([C:5]2[NH:9][N:8]=[C:7]([C:10]3[CH:15]=[CH:14][CH:13]=[C:12]([CH3:16])[N:11]=3)[N:6]=2)[CH2:2]1.[CH3:17][C:18]1[N:19]=[C:20]2[N:25]=[C:24]([C:26]3[CH:33]=[CH:32][C:29]([CH:30]=O)=[CH:28][CH:27]=3)[C:23]([C:34]3[CH:39]=[CH:38][CH:37]=[CH:36][CH:35]=3)=[CH:22][N:21]2[CH:40]=1. (2) Given the product [NH2:40][C:26]1[O:27][C:28]2[C:29](=[N:30][CH:31]=[C:32]([C:34]3[CH:35]=[N:36][N:37]([CH3:39])[CH:38]=3)[CH:33]=2)[C:25]=1[C:23]([NH:22][C:17]1[CH:18]=[N:19][CH:20]=[CH:21][C:16]=1[N:11]1[CH2:12][C@H:13]([CH3:15])[CH2:14][C@H:9]([NH2:8])[CH2:10]1)=[O:24], predict the reactants needed to synthesize it. The reactants are: C(OC([NH:8][C@H:9]1[CH2:14][C@@H:13]([CH3:15])[CH2:12][N:11]([C:16]2[CH:21]=[CH:20][N:19]=[CH:18][C:17]=2[NH:22][C:23]([C:25]2[C:29]3=[N:30][CH:31]=[C:32]([C:34]4[CH:35]=[N:36][N:37]([CH3:39])[CH:38]=4)[CH:33]=[C:28]3[O:27][C:26]=2[NH:40]C(=O)OC(C)(C)C)=[O:24])[CH2:10]1)=O)(C)(C)C.Cl.O1CCOCC1.